This data is from Reaction yield outcomes from USPTO patents with 853,638 reactions. The task is: Predict the reaction yield, written as a fraction of the theoretical maximum amount of product (1.0 means a 100% yield; for example, 0.34 means a 34% yield). (1) The reactants are [Br:1][C:2]1[CH:3]=[CH:4][C:5]2[O:14][CH2:13][CH2:12][C:11]3[N:7]([N:8]=[C:9]([C:15]([NH2:17])=[O:16])[CH:10]=3)[C:6]=2[CH:18]=1.CO[CH:21](OC)[N:22]([CH3:24])[CH3:23]. The product is [CH3:21][N:22]([CH3:24])[CH:23]=[N:17][C:15]([C:9]1[CH:10]=[C:11]2[N:7]([N:8]=1)[C:6]1[CH:18]=[C:2]([Br:1])[CH:3]=[CH:4][C:5]=1[O:14][CH2:13][CH2:12]2)=[O:16]. The yield is 0.970. The catalyst is O1CCOCC1. (2) The product is [C:38]([CH:36]([CH:34]([C:33]([OH:42])=[O:41])[OH:35])[OH:37])([OH:40])=[O:39].[CH3:32][N:2]([CH3:1])[C:3]([N:5]1[CH2:6][CH:7]2[CH2:12][C:11]([CH2:25][C:26]3[CH:27]=[CH:28][CH:29]=[CH:30][CH:31]=3)([NH:13][CH2:14][C:15]([N:17]3[CH2:21][C@@H:20]([F:22])[CH2:19][C@H:18]3[C:23]#[N:24])=[O:16])[CH2:10][CH:8]2[CH2:9]1)=[O:4]. The catalyst is ClCCl.CC(C)=O. The yield is 0.680. The reactants are [CH3:1][N:2]([CH3:32])[C:3]([N:5]1[CH2:9][CH:8]2[CH2:10][C:11]([CH2:25][C:26]3[CH:31]=[CH:30][CH:29]=[CH:28][CH:27]=3)([NH:13][CH2:14][C:15]([N:17]3[CH2:21][C@@H:20]([F:22])[CH2:19][C@H:18]3[C:23]#[N:24])=[O:16])[CH2:12][CH:7]2[CH2:6]1)=[O:4].[C:33]([OH:42])(=[O:41])[CH:34]([CH:36]([C:38]([OH:40])=[O:39])[OH:37])[OH:35].